From a dataset of NCI-60 drug combinations with 297,098 pairs across 59 cell lines. Regression. Given two drug SMILES strings and cell line genomic features, predict the synergy score measuring deviation from expected non-interaction effect. (1) Drug 1: C1=CC(=C2C(=C1NCCNCCO)C(=O)C3=C(C=CC(=C3C2=O)O)O)NCCNCCO. Drug 2: CC1=C(N=C(N=C1N)C(CC(=O)N)NCC(C(=O)N)N)C(=O)NC(C(C2=CN=CN2)OC3C(C(C(C(O3)CO)O)O)OC4C(C(C(C(O4)CO)O)OC(=O)N)O)C(=O)NC(C)C(C(C)C(=O)NC(C(C)O)C(=O)NCCC5=NC(=CS5)C6=NC(=CS6)C(=O)NCCC[S+](C)C)O. Cell line: MDA-MB-435. Synergy scores: CSS=18.8, Synergy_ZIP=1.59, Synergy_Bliss=8.90, Synergy_Loewe=4.00, Synergy_HSA=3.61. (2) Drug 1: CC(CN1CC(=O)NC(=O)C1)N2CC(=O)NC(=O)C2. Drug 2: CCN(CC)CCCC(C)NC1=C2C=C(C=CC2=NC3=C1C=CC(=C3)Cl)OC. Cell line: OVCAR-8. Synergy scores: CSS=53.4, Synergy_ZIP=6.36, Synergy_Bliss=10.0, Synergy_Loewe=1.97, Synergy_HSA=10.8. (3) Cell line: CCRF-CEM. Drug 2: C1C(C(OC1N2C=C(C(=O)NC2=O)F)CO)O. Synergy scores: CSS=76.2, Synergy_ZIP=-2.86, Synergy_Bliss=-3.40, Synergy_Loewe=-0.462, Synergy_HSA=1.51. Drug 1: C1=CC(=C2C(=C1NCCNCCO)C(=O)C3=C(C=CC(=C3C2=O)O)O)NCCNCCO. (4) Drug 1: C1=CC(=CC=C1CC(C(=O)O)N)N(CCCl)CCCl.Cl. Drug 2: CN(CCCl)CCCl.Cl. Cell line: NCI-H322M. Synergy scores: CSS=-4.05, Synergy_ZIP=4.19, Synergy_Bliss=2.58, Synergy_Loewe=-1.03, Synergy_HSA=-1.92.